From a dataset of Full USPTO retrosynthesis dataset with 1.9M reactions from patents (1976-2016). Predict the reactants needed to synthesize the given product. (1) Given the product [N+:1]([C:4]([CH2:5][CH2:6][C:7]1[CH:8]=[CH:9][C:10]([CH2:13][CH2:14][CH2:15][CH2:16][CH2:17][CH2:18][CH2:19][CH3:20])=[CH:11][CH:12]=1)([CH2:21][OH:24])[CH2:27][OH:28])([O-:3])=[O:2], predict the reactants needed to synthesize it. The reactants are: [N+:1]([CH2:4][CH2:5][CH2:6][C:7]1[CH:12]=[CH:11][C:10]([CH2:13][CH2:14][CH2:15][CH2:16][CH2:17][CH2:18][CH2:19][CH3:20])=[CH:9][CH:8]=1)([O-:3])=[O:2].[C:21](=[O:24])([O-])[O-].[K+].[K+].[CH2:27]=[O:28]. (2) Given the product [C:10]1([C:9]([NH:8][C:4]2[CH:3]=[C:2]([C:25]3[CH:26]=[CH:27][C:22]([C:20]([O:19][CH2:17][CH3:18])=[O:21])=[CH:23][CH:24]=3)[CH:7]=[N:6][CH:5]=2)=[O:16])[CH:15]=[CH:14][CH:13]=[CH:12][CH:11]=1, predict the reactants needed to synthesize it. The reactants are: Br[C:2]1[CH:3]=[C:4]([NH:8][C:9](=[O:16])[C:10]2[CH:15]=[CH:14][CH:13]=[CH:12][CH:11]=2)[CH:5]=[N:6][CH:7]=1.[CH2:17]([O:19][C:20]([C:22]1[CH:27]=[CH:26][C:25](B(O)O)=[CH:24][CH:23]=1)=[O:21])[CH3:18].C(=O)([O-])[O-].[K+].[K+].O.